Dataset: Forward reaction prediction with 1.9M reactions from USPTO patents (1976-2016). Task: Predict the product of the given reaction. (1) Given the reactants C([O:8][C:9]1[CH:18]=[CH:17][C:16]2[N:15]=[C:14]([NH2:19])[C:13]3[N:20]=[C:21]([CH2:24][CH3:25])[N:22]([CH3:23])[C:12]=3[C:11]=2[CH:10]=1)C1C=CC=CC=1.C(OC1C=CC2C3N(CC(C)C)C(CCC)=NC=3C(N)=NC=2C=1)C1C=CC=CC=1, predict the reaction product. The product is: [NH2:19][C:14]1[C:13]2[N:20]=[C:21]([CH2:24][CH3:25])[N:22]([CH3:23])[C:12]=2[C:11]2[CH:10]=[C:9]([OH:8])[CH:18]=[CH:17][C:16]=2[N:15]=1. (2) Given the reactants CC(C)([O-])C.[K+].[Cl:7][C:8]1[CH:13]=[CH:12][C:11]([F:14])=[CH:10][C:9]=1[CH2:15][CH:16]=O.[Br:18][C:19]1[CH:24]=[C:23]([NH:25]C(=O)OC(C)(C)C)[C:22]([CH:33]=O)=[CH:21][N:20]=1.Cl, predict the reaction product. The product is: [Br:18][C:19]1[CH:24]=[C:23]2[C:22]([CH:33]=[C:15]([C:9]3[CH:10]=[C:11]([F:14])[CH:12]=[CH:13][C:8]=3[Cl:7])[CH:16]=[N:25]2)=[CH:21][N:20]=1. (3) Given the reactants [F:1][C:2]1[C:3]([C:7]([OH:9])=O)=[N:4][NH:5][CH:6]=1.[NH:10]1[CH:14]=[CH:13][C:12]([C:15]([OH:17])=O)=[N:11]1.CN(C(ON1N=NC2C=CC=CC1=2)=[N+](C)C)C.[B-](F)(F)(F)F.[Cl:40][C:41]1[CH:46]=[C:45]([F:47])[CH:44]=[CH:43][C:42]=1[NH2:48].CCN(C(C)C)C(C)C.[Na+].[Cl-], predict the reaction product. The product is: [Cl:40][C:41]1[CH:46]=[C:45]([F:47])[CH:44]=[CH:43][C:42]=1[NH:48][C:7]([C:3]1[C:2]([F:1])=[CH:6][NH:5][N:4]=1)=[O:9].[Cl:40][C:41]1[CH:46]=[C:45]([F:47])[CH:44]=[CH:43][C:42]=1[NH:48][C:15]([C:12]1[CH:13]=[CH:14][NH:10][N:11]=1)=[O:17]. (4) Given the reactants O1CCCCC1[N:7]1[C:15]2[C:10](=[CH:11][C:12]([C:16]3[N:20]=[CH:19][N:18](C(C4C=CC=CC=4)(C4C=CC=CC=4)C4C=CC=CC=4)[N:17]=3)=[CH:13][CH:14]=2)[C:9]([C:40]2[CH:41]=[C:42]([CH:47]=[CH:48][CH:49]=2)[C:43]([O:45]C)=O)=[N:8]1.[OH-].[Li+].O[N:53]1[C:57]2[CH:58]=[CH:59][CH:60]=[CH:61][C:56]=2N=N1.[NH2:62][CH2:63]CN1CCCCC1.Cl.C(N=C=NCCCN(C)C)C.Cl, predict the reaction product. The product is: [NH:18]1[CH:19]=[N:20][C:16]([C:12]2[CH:11]=[C:10]3[C:15](=[CH:14][CH:13]=2)[NH:7][N:8]=[C:9]3[C:40]2[CH:41]=[C:42]([C:43]([NH:62][CH2:63][CH2:56][CH:61]3[CH2:60][CH2:59][CH2:58][CH2:57][NH:53]3)=[O:45])[CH:47]=[CH:48][CH:49]=2)=[N:17]1.